Dataset: Forward reaction prediction with 1.9M reactions from USPTO patents (1976-2016). Task: Predict the product of the given reaction. (1) Given the reactants [CH3:1][C:2]1([CH3:14])[C:6]([CH3:8])([CH3:7])[O:5][B:4]([C:9]2[CH:10]=[N:11][NH:12][CH:13]=2)[O:3]1.[F:15][C:16]1[C:36]([C:37]([F:40])([F:39])[F:38])=[N:35][CH:34]=[CH:33][C:17]=1[C:18]([N:20]1[CH2:25][CH2:24][CH:23]([N:26]2[CH2:29][C:28](=[CH:30][C:31]#[N:32])[CH2:27]2)[CH2:22][CH2:21]1)=[O:19].N12CCCNC1CCCC=C2, predict the reaction product. The product is: [F:15][C:16]1[C:36]([C:37]([F:38])([F:39])[F:40])=[N:35][CH:34]=[CH:33][C:17]=1[C:18]([N:20]1[CH2:21][CH2:22][CH:23]([N:26]2[CH2:29][C:28]([CH2:30][C:31]#[N:32])([N:12]3[CH:13]=[C:9]([B:4]4[O:5][C:6]([CH3:7])([CH3:8])[C:2]([CH3:14])([CH3:1])[O:3]4)[CH:10]=[N:11]3)[CH2:27]2)[CH2:24][CH2:25]1)=[O:19]. (2) The product is: [N+:1]([C:4]1[CH:5]=[CH:6][C:7]([C:8]2[O:24][C:22](=[O:23])[C:11]3[C:10]=2[C:14](=[O:15])[NH:13][C:12]=3[C:16]2[CH:17]=[CH:18][CH:19]=[CH:20][CH:21]=2)=[CH:27][CH:28]=1)([O-:3])=[O:2]. Given the reactants [N+:1]([C:4]1[CH:28]=[CH:27][C:7]([C:8]([CH:10]2[C:14](=[O:15])[NH:13][C:12]([C:16]3[CH:21]=[CH:20][CH:19]=[CH:18][CH:17]=3)=[C:11]2[C:22]([O:24]CC)=[O:23])=O)=[CH:6][CH:5]=1)([O-:3])=[O:2], predict the reaction product. (3) Given the reactants [CH:1]1[C:13]2[CH:12]([CH2:14][O:15][C:16]([NH:18][CH2:19][CH2:20][C:21]([OH:23])=[O:22])=[O:17])[C:11]3[C:6](=[CH:7][CH:8]=[CH:9][CH:10]=3)[C:5]=2[CH:4]=[CH:3][CH:2]=1.O[N:25]1[C:29](=[O:30])[CH2:28][CH2:27][C:26]1=[O:31].C1(N=C=NC2CCCCC2)CCCCC1, predict the reaction product. The product is: [CH:10]1[C:11]2[CH:12]([CH2:14][O:15][C:16]([NH:18][CH2:19][CH2:20][C:21]([O:23][N:25]3[C:29](=[O:30])[CH2:28][CH2:27][C:26]3=[O:31])=[O:22])=[O:17])[C:13]3[C:5](=[CH:4][CH:3]=[CH:2][CH:1]=3)[C:6]=2[CH:7]=[CH:8][CH:9]=1.